From a dataset of Human liver microsome stability data. Regression/Classification. Given a drug SMILES string, predict its absorption, distribution, metabolism, or excretion properties. Task type varies by dataset: regression for continuous measurements (e.g., permeability, clearance, half-life) or binary classification for categorical outcomes (e.g., BBB penetration, CYP inhibition). Dataset: hlm. (1) The drug is CC(=O)c1cc(C(=O)NCCCO)c(Nc2ccc(I)cc2F)n1C. The result is 0 (unstable in human liver microsomes). (2) The compound is CS(=O)(=O)Nc1ccc2c(c1)S(=O)(=O)NC(C1=C(O)[C@@H]3C4CCC(CC4)[C@@H]3N(Cc3cccc(F)c3F)C1=O)=N2. The result is 0 (unstable in human liver microsomes). (3) The compound is CC(C)(C)c1ccc(NC(=O)N2CCCN(C(=O)C3CCOCC3)CC2)cc1. The result is 1 (stable in human liver microsomes). (4) The molecule is CC(C)CCn1nc(-c2cccs2)c(O)c(C2=NS(=O)(=O)c3cc(S(=O)(=O)N(C)C)ccc3N2)c1=O. The result is 1 (stable in human liver microsomes). (5) The compound is CNC(C)C1(c2ccc3ccccc3c2)CCCCC1. The result is 0 (unstable in human liver microsomes). (6) The molecule is CC(C)[C@@H]1CN(c2ccc(F)c(S(C)(=O)=O)c2)CCN1c1ncc(Cl)c(C(F)(F)F)n1. The result is 1 (stable in human liver microsomes). (7) The molecule is O=S(=O)(c1ccccc1)N1CCC(n2cnc3cnc4[nH]ccc4c32)CC1. The result is 0 (unstable in human liver microsomes). (8) The molecule is CCCN1C(=O)CN(Cc2ccc(-c3cccc(CN4CCCCC4)n3)cc2)C1=O. The result is 0 (unstable in human liver microsomes). (9) The compound is COc1nc2ccc(Br)cc2cc1[C@@H](c1cc(C)c(C)s1)[C@@](O)(CCN(C)C)c1cccc(F)c1. The result is 0 (unstable in human liver microsomes).